Task: Predict the product of the given reaction.. Dataset: Forward reaction prediction with 1.9M reactions from USPTO patents (1976-2016) (1) The product is: [Cl:8][C:4]1[CH:5]=[CH:6][CH:7]=[C:2]([Cl:1])[C:3]=1[C:9]1[C:13]([CH2:14][O:15][C:16]2[CH:17]=[CH:18][C:19]([C:22]3[CH:31]=[C:30]4[C:25]([CH:26]=[CH:27][C:28]([C:32]([OH:34])=[O:33])=[CH:29]4)=[CH:24][CH:23]=3)=[CH:20][CH:21]=2)=[C:12]([CH:36]([CH3:38])[CH3:37])[O:11][N:10]=1. Given the reactants [Cl:1][C:2]1[CH:7]=[CH:6][CH:5]=[C:4]([Cl:8])[C:3]=1[C:9]1[C:13]([CH2:14][O:15][C:16]2[CH:21]=[CH:20][C:19]([C:22]3[CH:31]=[C:30]4[C:25]([CH:26]=[CH:27][C:28]([C:32]([O:34]C)=[O:33])=[CH:29]4)=[CH:24][CH:23]=3)=[CH:18][CH:17]=2)=[C:12]([CH:36]([CH3:38])[CH3:37])[O:11][N:10]=1.CO.[OH-].[Na+], predict the reaction product. (2) Given the reactants ClCCl.C(Cl)(=O)C(Cl)=O.CS(C)=O.[OH:14][CH2:15][CH2:16][N:17]1[C:26]2[C:21](=[CH:22][CH:23]=[C:24]([C:27]([F:30])([F:29])[F:28])[CH:25]=2)[C:20]([O:31][CH3:32])=[CH:19][C:18]1=[O:33], predict the reaction product. The product is: [CH3:32][O:31][C:20]1[C:21]2[C:26](=[CH:25][C:24]([C:27]([F:28])([F:29])[F:30])=[CH:23][CH:22]=2)[N:17]([CH2:16][CH:15]=[O:14])[C:18](=[O:33])[CH:19]=1. (3) Given the reactants [CH3:1][N:2]1[C:6]([S:7][C:8]2[C:17](=[O:18])[C:16]3[C:11](=[CH:12][CH:13]=[CH:14][CH:15]=3)/[C:10](=[N:19]/[S:20]([C:23]3[CH:28]=[CH:27][C:26]([C:29]4[CH:34]=[CH:33][CH:32]=[CH:31][CH:30]=4)=[CH:25][CH:24]=3)(=[O:22])=[O:21])/[CH:9]=2)=[N:5][N:4]=[N:3]1.ClC1C(=O)C2C(=CC=CC=2)/C(=N/S(C2C=CC(C)=CC=2)(=O)=O)/C=1, predict the reaction product. The product is: [CH3:29][C:26]1[CH:27]=[CH:28][C:23]([S:20](/[N:19]=[C:10]2\[CH:9]=[C:8]([S:7][C:6]3[N:2]([CH3:1])[N:3]=[N:4][N:5]=3)[C:17](=[O:18])[C:16]3[C:11]\2=[CH:12][CH:13]=[CH:14][CH:15]=3)(=[O:21])=[O:22])=[CH:24][CH:25]=1.[CH3:1][N:2]1[C:6]([S:7][C:8]2[C:17](=[O:18])[C:16]3[C:11](=[CH:12][CH:13]=[CH:14][CH:15]=3)/[C:10](=[N:19]/[S:20]([C:23]3[CH:28]=[CH:27][C:26]([C:29]4[CH:34]=[CH:33][CH:32]=[CH:31][CH:30]=4)=[CH:25][CH:24]=3)(=[O:21])=[O:22])/[CH:9]=2)=[N:5][N:4]=[N:3]1. (4) Given the reactants C[Si](C)(C)[O-].[K+].[C:7]([C:9]1[CH:14]=[CH:13][C:12]([NH:15][C:16]2[O:20][C:19]([C:21]([NH:23][C:24]3[CH:29]=[CH:28][C:27]([C@H:30]4[CH2:35][CH2:34][C@H:33]([CH:36]([CH3:42])[C:37]([O:39]CC)=[O:38])[CH2:32][CH2:31]4)=[CH:26][CH:25]=3)=[O:22])=[N:18][N:17]=2)=[CH:11][CH:10]=1)#[N:8].C(O)(=O)CC(CC(O)=O)(C(O)=O)O, predict the reaction product. The product is: [C:7]([C:9]1[CH:14]=[CH:13][C:12]([NH:15][C:16]2[O:20][C:19]([C:21]([NH:23][C:24]3[CH:29]=[CH:28][C:27]([C@H:30]4[CH2:35][CH2:34][C@H:33]([CH:36]([CH3:42])[C:37]([OH:39])=[O:38])[CH2:32][CH2:31]4)=[CH:26][CH:25]=3)=[O:22])=[N:18][N:17]=2)=[CH:11][CH:10]=1)#[N:8].